Dataset: Peptide-MHC class I binding affinity with 185,985 pairs from IEDB/IMGT. Task: Regression. Given a peptide amino acid sequence and an MHC pseudo amino acid sequence, predict their binding affinity value. This is MHC class I binding data. The peptide sequence is GYGRVNAGK. The MHC is HLA-A02:01 with pseudo-sequence HLA-A02:01. The binding affinity (normalized) is 0.0847.